This data is from Full USPTO retrosynthesis dataset with 1.9M reactions from patents (1976-2016). The task is: Predict the reactants needed to synthesize the given product. The reactants are: [OH:1]OS([O-])=O.[K+].[Br:7][C:8]1[C:9]([C:16]2[S:17][C:18]3[CH:19]=[N:20][CH:21]=[CH:22][C:23]=3[N:24]=2)=[N:10][C:11]([S:14][CH3:15])=[N:12][CH:13]=1.[OH2:25]. Given the product [Br:7][C:8]1[C:9]([C:16]2[S:17][C:18]3[CH:19]=[N:20][CH:21]=[CH:22][C:23]=3[N:24]=2)=[N:10][C:11]([S:14]([CH3:15])(=[O:1])=[O:25])=[N:12][CH:13]=1, predict the reactants needed to synthesize it.